Predict which catalyst facilitates the given reaction. From a dataset of Catalyst prediction with 721,799 reactions and 888 catalyst types from USPTO. (1) Reactant: [Cl:1][C:2]1[N:10]=[CH:9][C:8]([Cl:11])=[CH:7][C:3]=1[C:4](Cl)=[O:5].C([SnH](CCCC)CCCC)CCC.O. Product: [Cl:1][C:2]1[C:3]([CH:4]=[O:5])=[CH:7][C:8]([Cl:11])=[CH:9][N:10]=1. The catalyst class is: 602. (2) Reactant: [C:1](N1C2C(=NC=CC=2)N=N1)(=[O:3])[CH3:2].[CH2:13]([OH:24])[CH2:14][C:15]1[CH:23]=[CH:22][C:20]([OH:21])=[C:17]([O:18][CH3:19])[CH:16]=1.[OH-].[Na+]. Product: [C:1]([O:21][C:20]1[CH:22]=[CH:23][C:15]([CH2:14][CH2:13][OH:24])=[CH:16][C:17]=1[O:18][CH3:19])(=[O:3])[CH3:2]. The catalyst class is: 295. (3) Reactant: [N:1]1[C:10]2[C:5](=[CH:6][C:7]([CH2:11][N:12]3[C:16]4=[N:17][C:18]([C:21]5[CH:29]=[CH:28][C:24]([C:25]([OH:27])=[O:26])=[CH:23][CH:22]=5)=[CH:19][CH:20]=[C:15]4[N:14]=[N:13]3)=[CH:8][CH:9]=2)[CH:4]=[CH:3][CH:2]=1.[OH-].[Li+:31]. Product: [N:1]1[C:10]2[C:5](=[CH:6][C:7]([CH2:11][N:12]3[C:16]4=[N:17][C:18]([C:21]5[CH:29]=[CH:28][C:24]([C:25]([O-:27])=[O:26])=[CH:23][CH:22]=5)=[CH:19][CH:20]=[C:15]4[N:14]=[N:13]3)=[CH:8][CH:9]=2)[CH:4]=[CH:3][CH:2]=1.[Li+:31]. The catalyst class is: 5. (4) Reactant: CC1C=CC(C)=CC=1SC[CH2:11][CH2:12][CH2:13][CH2:14][C:15]([OH:17])=[O:16].[CH3:18][O:19][C:20]1[CH:25]=[CH:24][CH:23]=[CH:22][C:21]=1[SH:26].BrCCCCC(OCC)=O.[OH-].[K+]. Product: [CH3:18][O:19][C:20]1[CH:25]=[CH:24][CH:23]=[CH:22][C:21]=1[S:26][CH2:11][CH2:12][CH2:13][CH2:14][C:15]([OH:17])=[O:16]. The catalyst class is: 97. (5) Reactant: [H-].[Al+3].[Li+].[H-].[H-].[H-].[CH3:7][C:8]1[N:22]=[C:11]2[CH:12]=[CH:13][CH:14]=[C:15]([CH:16]3[CH2:18][CH:17]3[CH:19]=[N:20]O)[N:10]2[N:9]=1.O.O.O.O.O.O.O.O.O.O.S([O-])([O-])(=O)=O.[Na+].[Na+]. Product: [CH3:7][C:8]1[N:22]=[C:11]2[CH:12]=[CH:13][CH:14]=[C:15]([CH:16]3[CH2:18][CH:17]3[CH2:19][NH2:20])[N:10]2[N:9]=1. The catalyst class is: 7. (6) Reactant: [CH3:1][C:2]1[O:6][C:5]([C:7]2[CH:12]=[CH:11][CH:10]=[CH:9][CH:8]=2)=[N:4][C:3]=1[CH2:13][O:14][C:15]1[CH:20]=[C:19]([C:21](OC)=[O:22])[CH:18]=[CH:17][N:16]=1.[H-].[Al+3].[Li+].[H-].[H-].[H-].O.O.O.O.O.O.O.O.O.O.[O-]S([O-])(=O)=O.[Na+].[Na+]. Product: [CH3:1][C:2]1[O:6][C:5]([C:7]2[CH:12]=[CH:11][CH:10]=[CH:9][CH:8]=2)=[N:4][C:3]=1[CH2:13][O:14][C:15]1[CH:20]=[C:19]([CH2:21][OH:22])[CH:18]=[CH:17][N:16]=1. The catalyst class is: 7.